From a dataset of Experimentally validated miRNA-target interactions with 360,000+ pairs, plus equal number of negative samples. Binary Classification. Given a miRNA mature sequence and a target amino acid sequence, predict their likelihood of interaction. The miRNA is hsa-miR-4713-3p with sequence UGGGAUCCAGACAGUGGGAGAA. The protein sequence of the target gene is MAAGWLTTWSQNSVTFQEVAVDFSQEEWALLDPAQKNLYKDVMLENFRNLASVGYQLCRHSLISKVDQEQLKTDERGILQGDCADWETQLKPKDTIAMQNIPGGKTSNGINTAENQPGEHSLECNHCGKFRKNTRFICTRYCKGEKCYKYIKYSKVFNHPSTLRSHVSIHIGEKTLEFTDCRKAFNQESSLRKHLRTPTGQKFQEYEQCDMSFSLHSSCSVREQIPTGEKGDECSDYGKISPLSVHTKTGSVEEGLECNEHEKTFTDPLSLQNCVRTHSGEMPYECSDCGKAFIFQSSLK.... Result: 0 (no interaction).